This data is from Peptide-MHC class II binding affinity with 134,281 pairs from IEDB. The task is: Regression. Given a peptide amino acid sequence and an MHC pseudo amino acid sequence, predict their binding affinity value. This is MHC class II binding data. (1) The peptide sequence is EITGIMKDLDEPGHL. The MHC is DRB1_1201 with pseudo-sequence DRB1_1201. The binding affinity (normalized) is 0.307. (2) The peptide sequence is GVTVIKNNMINNDLGP. The MHC is DRB5_0101 with pseudo-sequence DRB5_0101. The binding affinity (normalized) is 0.